Predict the reaction yield, written as a fraction of the theoretical maximum amount of product (1.0 means a 100% yield; for example, 0.34 means a 34% yield). From a dataset of Reaction yield outcomes from USPTO patents with 853,638 reactions. The reactants are Cl.Cl.Cl.[CH3:4][CH:5]([N:7]1[CH:11]=[N:10][N:9]=[C:8]1[CH:12]([NH2:14])[CH3:13])[CH3:6].[F:15][C:16]([F:26])([F:25])[C:17]1[CH:24]=[CH:23][C:20]([CH:21]=O)=[CH:19][N:18]=1.C([O-])([O-])=O.[K+].[K+].[BH4-].[Na+]. The catalyst is C1COCC1. The product is [CH3:6][CH:5]([N:7]1[CH:11]=[N:10][N:9]=[C:8]1[CH:12]([NH:14][CH2:21][C:20]1[CH:19]=[N:18][C:17]([C:16]([F:26])([F:15])[F:25])=[CH:24][CH:23]=1)[CH3:13])[CH3:4]. The yield is 0.210.